From a dataset of Forward reaction prediction with 1.9M reactions from USPTO patents (1976-2016). Predict the product of the given reaction. (1) Given the reactants Br[C:2]1[CH:3]=[CH:4][C:5]([C:10]([N:12]2[CH2:17][CH2:16][N:15]([C:18]3[CH:23]=[CH:22][C:21]([CH3:24])=[CH:20][C:19]=3[CH3:25])[CH2:14][CH2:13]2)=[O:11])=[C:6]([CH:9]=1)[C:7]#[N:8].[C:26]([N:29]1[CH2:33][CH2:32][NH:31][C:30]1=[O:34])(=[O:28])[CH3:27], predict the reaction product. The product is: [C:26]([N:29]1[CH2:33][CH2:32][N:31]([C:2]2[CH:3]=[CH:4][C:5]([C:10]([N:12]3[CH2:17][CH2:16][N:15]([C:18]4[CH:23]=[CH:22][C:21]([CH3:24])=[CH:20][C:19]=4[CH3:25])[CH2:14][CH2:13]3)=[O:11])=[C:6]([CH:9]=2)[C:7]#[N:8])[C:30]1=[O:34])(=[O:28])[CH3:27]. (2) Given the reactants [F:1][CH:2]([F:12])[C:3]1[C:7]([C:8](Cl)=[O:9])=[CH:6][N:5]([CH3:11])[N:4]=1.[Cl:13][C:14]1[CH:19]=[C:18]([Cl:20])[CH:17]=[CH:16][C:15]=1[CH:21]([NH:25][O:26][CH3:27])[CH:22]([NH2:24])[CH3:23].C(N(CC)CC)C, predict the reaction product. The product is: [Cl:13][C:14]1[CH:19]=[C:18]([Cl:20])[CH:17]=[CH:16][C:15]=1[CH:21]([NH:25][O:26][CH3:27])[CH:22]([NH:24][C:8]([C:7]1[C:3]([CH:2]([F:12])[F:1])=[N:4][N:5]([CH3:11])[CH:6]=1)=[O:9])[CH3:23]. (3) The product is: [Br:1][C:2]1[CH:10]=[CH:9][C:5]([C:6]2[S:18][C:13]3[CH:14]=[CH:15][CH:16]=[CH:17][C:12]=3[N:11]=2)=[CH:4][CH:3]=1. Given the reactants [Br:1][C:2]1[CH:10]=[CH:9][C:5]([C:6](O)=O)=[CH:4][CH:3]=1.[NH2:11][C:12]1[CH:17]=[CH:16][CH:15]=[CH:14][C:13]=1[SH:18].P(Cl)(Cl)Cl.C([O-])(O)=O.[Na+], predict the reaction product. (4) Given the reactants [CH3:1][C:2]([NH:4][C:5]1[CH:10]=[CH:9][C:8]([NH2:11])=[CH:7][CH:6]=1)=[O:3].[C:12]([O:18][CH3:19])(=[O:17])[CH2:13][C:14]([CH3:16])=O, predict the reaction product. The product is: [CH3:19][O:18][C:12](=[O:17])[CH:13]=[C:14]([NH:11][C:8]1[CH:9]=[CH:10][C:5]([NH:4][C:2](=[O:3])[CH3:1])=[CH:6][CH:7]=1)[CH3:16]. (5) Given the reactants [CH2:1]([O:3][C:4](=[O:31])[CH2:5][CH:6]1[O:10][B:9]([OH:11])[C:8]2[CH:12]=[C:13]([O:24]C3CCCCO3)[CH:14]=[C:15]([O:16][CH2:17][C:18]3[CH:23]=[CH:22][CH:21]=[CH:20][CH:19]=3)[C:7]1=2)[CH3:2].Cl, predict the reaction product. The product is: [CH2:1]([O:3][C:4](=[O:31])[CH2:5][CH:6]1[O:10][B:9]([OH:11])[C:8]2[CH:12]=[C:13]([OH:24])[CH:14]=[C:15]([O:16][CH2:17][C:18]3[CH:23]=[CH:22][CH:21]=[CH:20][CH:19]=3)[C:7]1=2)[CH3:2]. (6) Given the reactants [Cl:1][C:2]1[CH:3]=[C:4]([NH:15]C(=O)C)[CH:5]=[CH:6][C:7]=1[S:8]([C:11]([F:14])([F:13])[F:12])(=[O:10])=[O:9].Cl.[OH-].[Na+], predict the reaction product. The product is: [Cl:1][C:2]1[CH:3]=[C:4]([CH:5]=[CH:6][C:7]=1[S:8]([C:11]([F:14])([F:12])[F:13])(=[O:9])=[O:10])[NH2:15]. (7) Given the reactants [F:1][C:2]1[C:10]([N:11]2C(=O)C3=CC=CC=C3C2=O)=[CH:9][CH:8]=[C:7]2[C:3]=1[CH:4]=[C:5]([CH3:22])[NH:6]2.O.NN.C(NN)(=O)C1C(=CC=CC=1)C(NN)=O, predict the reaction product. The product is: [NH2:11][C:10]1[C:2]([F:1])=[C:3]2[C:7](=[CH:8][CH:9]=1)[NH:6][C:5]([CH3:22])=[CH:4]2.